This data is from Catalyst prediction with 721,799 reactions and 888 catalyst types from USPTO. The task is: Predict which catalyst facilitates the given reaction. (1) Reactant: [CH:1]1[C:10]2[C:5](=[CH:6][CH:7]=[CH:8][CH:9]=2)[CH:4]=[C:3]([C:11]([OH:13])=O)[N:2]=1.CN(C(ON1N=NC2C=CC=CC1=2)=[N+](C)C)C.F[P-](F)(F)(F)(F)F.CCN(C(C)C)C(C)C.[CH2:47]([O:49][C:50]([C:52]1[C:60]2[N:59]=[C:58]([NH2:61])[NH:57][C:56]=2[CH:55]=[C:54]([O:62][CH2:63][CH3:64])[CH:53]=1)=[O:51])[CH3:48]. Product: [CH2:47]([O:49][C:50]([C:52]1[C:60]2[NH:59][C:58]([NH:61][C:11]([C:3]3[N:2]=[CH:1][C:10]4[C:5]([CH:4]=3)=[CH:6][CH:7]=[CH:8][CH:9]=4)=[O:13])=[N:57][C:56]=2[CH:55]=[C:54]([O:62][CH2:63][CH3:64])[CH:53]=1)=[O:51])[CH3:48]. The catalyst class is: 163. (2) Reactant: [C:1]([OH:7])(=O)/[C:2](=[CH:4]/[CH3:5])/[CH3:3].C(N(CC)CC)C.C(Cl)(=O)C(C)(C)C.[Cl-].[Li+].[CH:24]([C@@H:27]1[CH2:31][O:30][C:29](=[O:32])[NH:28]1)([CH3:26])[CH3:25]. Product: [CH:24]([C@@H:27]1[CH2:31][O:30][C:29](=[O:32])[N:28]1[C:1](=[O:7])/[C:2](/[CH3:3])=[CH:4]/[CH3:5])([CH3:26])[CH3:25]. The catalyst class is: 7. (3) Reactant: [K+].[N:2]1[CH:7]=[CH:6][C:5]([NH:8][C:9]2[C:17]3[C:12](=[CH:13][CH:14]=[CH:15][CH:16]=3)[NH:11][C:10]=2[C:18]([O-:20])=[O:19])=[CH:4][CH:3]=1.Cl[CH2:22][N:23]1[CH2:27][CH2:26][CH2:25][C:24]1=[O:28]. Product: [O:28]=[C:24]1[CH2:25][CH2:26][CH2:27][N:23]1[CH2:22][O:19][C:18]([C:10]1[NH:11][C:12]2[C:17]([C:9]=1[NH:8][C:5]1[CH:6]=[CH:7][N:2]=[CH:3][CH:4]=1)=[CH:16][CH:15]=[CH:14][CH:13]=2)=[O:20]. The catalyst class is: 1. (4) Reactant: [C:1]([C:3]1[C:8]([N:9]2[CH2:14][CH2:13][N:12]([C:15]([C@@H:17]3[CH2:19][C@H:18]3[C:20](OC)=[O:21])=[O:16])[C@H:11]([CH:24]([CH3:26])[CH3:25])[CH2:10]2)=[N:7][C:6]([CH:27]2[CH2:29][CH2:28]2)=[C:5]2[CH2:30][O:31][C:32]([CH3:35])([CH3:34])[CH2:33][C:4]=12)#[N:2].[Li+].[BH4-].O.CC(=O)OCC. Product: [CH:27]1([C:6]2[C:5]3[CH2:30][O:31][C:32]([CH3:34])([CH3:35])[CH2:33][C:4]=3[C:3]([C:1]#[N:2])=[C:8]([N:9]3[CH2:14][CH2:13][N:12]([C:15]([C@@H:17]4[CH2:19][C@H:18]4[CH2:20][OH:21])=[O:16])[C@H:11]([CH:24]([CH3:26])[CH3:25])[CH2:10]3)[N:7]=2)[CH2:28][CH2:29]1. The catalyst class is: 92.